Dataset: Peptide-MHC class II binding affinity with 134,281 pairs from IEDB. Task: Regression. Given a peptide amino acid sequence and an MHC pseudo amino acid sequence, predict their binding affinity value. This is MHC class II binding data. (1) The peptide sequence is WLDAKSTWYGKPTGAGPKDN. The MHC is HLA-DQA10401-DQB10402 with pseudo-sequence HLA-DQA10401-DQB10402. The binding affinity (normalized) is 0.0626. (2) The peptide sequence is YDKFLAFVSTVLTGK. The MHC is DRB1_0405 with pseudo-sequence DRB1_0405. The binding affinity (normalized) is 0.165. (3) The peptide sequence is KFGVAKKANVYAVKV. The MHC is HLA-DQA10501-DQB10301 with pseudo-sequence HLA-DQA10501-DQB10301. The binding affinity (normalized) is 0.562. (4) The peptide sequence is RVPEDLLAMVVAVEQ. The MHC is HLA-DPA10103-DPB10301 with pseudo-sequence HLA-DPA10103-DPB10301. The binding affinity (normalized) is 0.533.